This data is from Full USPTO retrosynthesis dataset with 1.9M reactions from patents (1976-2016). The task is: Predict the reactants needed to synthesize the given product. (1) Given the product [NH2:32][C:9]1[CH:8]=[CH:7][C:6]([O:5][CH:1]2[CH2:2][CH2:3][CH2:4]2)=[CH:11][C:10]=1[C:12]1[CH:13]=[C:14]([CH:29]=[CH:30][N:31]=1)[C:15]([NH:17][CH2:18][C:19]1[CH:24]=[CH:23][CH:22]=[C:21]([C:25]([F:26])([F:27])[F:28])[CH:20]=1)=[O:16], predict the reactants needed to synthesize it. The reactants are: [CH:1]1([O:5][C:6]2[CH:7]=[CH:8][C:9]([N+:32]([O-])=O)=[C:10]([C:12]3[CH:13]=[C:14]([CH:29]=[CH:30][N:31]=3)[C:15]([NH:17][CH2:18][C:19]3[CH:24]=[CH:23][CH:22]=[C:21]([C:25]([F:28])([F:27])[F:26])[CH:20]=3)=[O:16])[CH:11]=2)[CH2:4][CH2:3][CH2:2]1. (2) The reactants are: Br[CH2:2][CH2:3][OH:4].[CH2:5]([C:9]1[CH:10]=[C:11]2[C:16](=[CH:17][CH:18]=1)[C:15]([C:19]([NH:21][C:22]1[CH:23]=[C:24]([CH:30]=[CH:31][CH:32]=1)[O:25][CH2:26][C:27]([OH:29])=[O:28])=[O:20])=[CH:14][CH:13]=[CH:12]2)[CH2:6][CH2:7][CH3:8].C([O-])(O)=O.[Na+].CN(C=O)C. Given the product [CH2:5]([C:9]1[CH:10]=[C:11]2[C:16](=[CH:17][CH:18]=1)[C:15]([C:19]([NH:21][C:22]1[CH:23]=[C:24]([CH:30]=[CH:31][CH:32]=1)[O:25][CH2:26][C:27]([O:29][CH2:2][CH2:3][OH:4])=[O:28])=[O:20])=[CH:14][CH:13]=[CH:12]2)[CH2:6][CH2:7][CH3:8], predict the reactants needed to synthesize it. (3) Given the product [F:1][C:2]1[CH:7]=[CH:6][C:5]([S:8]([N:11]2[C:20]3[C:15](=[CH:16][C:17]([C:21]([OH:30])([C:22]([F:24])([F:23])[F:25])[C:26]([F:28])([F:27])[F:29])=[CH:18][CH:19]=3)[CH2:14][CH2:13][C@@H:12]2[CH2:31][C:32]([OH:34])=[O:33])(=[O:9])=[O:10])=[CH:4][CH:3]=1, predict the reactants needed to synthesize it. The reactants are: [F:1][C:2]1[CH:7]=[CH:6][C:5]([S:8]([N:11]2[C:20]3[C:15](=[CH:16][C:17]([C:21]([OH:30])([C:26]([F:29])([F:28])[F:27])[C:22]([F:25])([F:24])[F:23])=[CH:18][CH:19]=3)[CH2:14][CH2:13][C@@H:12]2[CH2:31][C:32]([O:34]CC2C=CC=CC=2)=[O:33])(=[O:10])=[O:9])=[CH:4][CH:3]=1. (4) Given the product [C:10]([C:2]1[CH:7]=[C:6]([Cl:8])[CH:5]=[CH:4][C:3]=1[OH:9])#[N:11], predict the reactants needed to synthesize it. The reactants are: Br[C:2]1[CH:7]=[C:6]([Cl:8])[CH:5]=[CH:4][C:3]=1[OH:9].[CH3:10][N:11](C)C=O. (5) Given the product [Br:1][C:2]1[CH:8]=[CH:7][C:6]([N+:9]([O-:11])=[O:10])=[CH:5][C:3]=1[NH:4][C:12](=[O:14])[CH3:13], predict the reactants needed to synthesize it. The reactants are: [Br:1][C:2]1[CH:8]=[CH:7][C:6]([N+:9]([O-:11])=[O:10])=[CH:5][C:3]=1[NH2:4].[C:12](OC(=O)C)(=[O:14])[CH3:13]. (6) Given the product [Cl:28][C:29]1[CH:30]=[C:31]([NH:36][C:37]2[C:38]3[C:45]4[CH2:46][CH2:47][N:48]([C:5](=[O:7])/[CH:4]=[CH:3]/[CH2:2][N:15]5[CH2:14][CH2:13][N:12]([C:10]([N:9]([CH3:18])[CH3:8])=[O:11])[CH2:17][CH2:16]5)[CH2:49][C:44]=4[S:43][C:39]=3[N:40]=[CH:41][N:42]=2)[CH:32]=[CH:33][C:34]=1[Cl:35], predict the reactants needed to synthesize it. The reactants are: Br[CH2:2]/[CH:3]=[CH:4]/[C:5]([OH:7])=O.[CH3:8][N:9]([CH3:18])[C:10]([N:12]1[CH2:17][CH2:16][NH:15][CH2:14][CH2:13]1)=[O:11].CCN(C(C)C)C(C)C.[Cl:28][C:29]1[CH:30]=[C:31]([NH:36][C:37]2[C:38]3[C:45]4[CH2:46][CH2:47][NH:48][CH2:49][C:44]=4[S:43][C:39]=3[N:40]=[CH:41][N:42]=2)[CH:32]=[CH:33][C:34]=1[Cl:35].CCN=C=NCCCN(C)C. (7) Given the product [CH3:1][S:2][CH2:3][CH2:4][CH2:5][CH2:6][CH2:7][NH:8][C:9]1[C:18]2[C:13](=[CH:14][CH:15]=[CH:16][CH:17]=2)[N:12]=[CH:11][C:10]=1[NH:19][C:20](=[O:27])[CH2:21][CH2:22][CH2:23][CH2:24][CH2:25][CH3:26], predict the reactants needed to synthesize it. The reactants are: [CH3:1][S:2][CH2:3][CH2:4][CH2:5][CH2:6][CH2:7][NH:8][C:9]1[C:18]2[C:13](=[CH:14][CH:15]=[CH:16][CH:17]=2)[N:12]=[CH:11][C:10]=1[NH2:19].[C:20](Cl)(=[O:27])[CH2:21][CH2:22][CH2:23][CH2:24][CH2:25][CH3:26].